This data is from Retrosynthesis with 50K atom-mapped reactions and 10 reaction types from USPTO. The task is: Predict the reactants needed to synthesize the given product. Given the product O=C(O)CN1CCC(c2nnc(-c3ccc(F)cc3)o2)CC1, predict the reactants needed to synthesize it. The reactants are: COC(=O)CN1CCC(c2nnc(-c3ccc(F)cc3)o2)CC1.Cl.